Dataset: Forward reaction prediction with 1.9M reactions from USPTO patents (1976-2016). Task: Predict the product of the given reaction. (1) Given the reactants [H-].[Al+3].[Li+].[H-].[H-].[H-].[CH:7]1([CH2:10][N:11]([CH2:25][CH2:26][CH3:27])[C:12]2[CH:20]=[CH:19][C:18]([C:21]([F:24])([F:23])[F:22])=[CH:17][C:13]=2[CH:14]=[N:15]O)[CH2:9][CH2:8]1.O.[OH-].[Na+], predict the reaction product. The product is: [NH2:15][CH2:14][C:13]1[CH:17]=[C:18]([C:21]([F:23])([F:24])[F:22])[CH:19]=[CH:20][C:12]=1[N:11]([CH2:10][CH:7]1[CH2:9][CH2:8]1)[CH2:25][CH2:26][CH3:27]. (2) Given the reactants Br[CH2:2][C:3]1[C:8]([F:9])=[CH:7][CH:6]=[CH:5][C:4]=1[N:10]1[C:14](=[O:15])[N:13]([CH3:16])[N:12]=[N:11]1.[Cl:17][C:18]1[CH:23]=[CH:22][C:21]([N:24]2[CH:28]=[CH:27][C:26]([OH:29])=[N:25]2)=[CH:20][CH:19]=1.C(=O)([O-])[O-].[K+].[K+].C(#N)C, predict the reaction product. The product is: [Cl:17][C:18]1[CH:19]=[CH:20][C:21]([N:24]2[CH:28]=[CH:27][C:26]([O:29][CH2:2][C:3]3[C:8]([F:9])=[CH:7][CH:6]=[CH:5][C:4]=3[N:10]3[C:14](=[O:15])[N:13]([CH3:16])[N:12]=[N:11]3)=[N:25]2)=[CH:22][CH:23]=1. (3) Given the reactants [CH3:1][N:2]1[CH2:6][CH2:5][CH2:4][C@H:3]1[C:7]1[CH:8]=[C:9]([OH:13])[CH:10]=[N:11][CH:12]=1.Br[CH2:15][CH2:16][NH:17][C:18](=[O:24])[O:19][C:20]([CH3:23])([CH3:22])[CH3:21].C(=O)([O-])[O-].[K+].[K+], predict the reaction product. The product is: [CH3:1][N:2]1[CH2:6][CH2:5][CH2:4][C@H:3]1[C:7]1[CH:8]=[C:9]([O:13][CH2:15][CH2:16][NH:17][C:18](=[O:24])[O:19][C:20]([CH3:23])([CH3:22])[CH3:21])[CH:10]=[N:11][CH:12]=1. (4) The product is: [CH2:1]([O:8][C:9]1[CH:18]=[C:17]2[C:12]([C:13]([O:22][C:23]3[CH:24]=[CH:25][C:26]([CH2:29][C:30]([C:32]4[CH:33]=[CH:34][CH:35]=[CH:36][CH:37]=4)=[O:31])=[CH:27][CH:28]=3)=[CH:14][CH:15]=[N:16]2)=[CH:11][C:10]=1[O:20][CH3:21])[C:2]1[CH:7]=[CH:6][CH:5]=[CH:4][CH:3]=1. Given the reactants [CH2:1]([O:8][C:9]1[CH:18]=[C:17]2[C:12]([C:13](Cl)=[CH:14][CH:15]=[N:16]2)=[CH:11][C:10]=1[O:20][CH3:21])[C:2]1[CH:7]=[CH:6][CH:5]=[CH:4][CH:3]=1.[OH:22][C:23]1[CH:28]=[CH:27][C:26]([CH2:29][C:30]([C:32]2[CH:37]=[CH:36][CH:35]=[CH:34][CH:33]=2)=[O:31])=[CH:25][CH:24]=1, predict the reaction product. (5) Given the reactants [CH2:1]([N:8]1[CH2:16][C@H:15]2[C@:10]([CH3:25])([CH2:11][CH2:12][C:13]3[C:20]([Cl:21])=[C:19]([C:22]([CH3:24])=[CH2:23])[CH:18]=[CH:17][C:14]=32)[CH2:9]1)[C:2]1[CH:7]=[CH:6][CH:5]=[CH:4][CH:3]=1, predict the reaction product. The product is: [CH2:1]([N:8]1[CH2:16][C@H:15]2[C@:10]([CH3:25])([CH2:11][CH2:12][C:13]3[C:20]([Cl:21])=[C:19]([CH:22]([CH3:23])[CH3:24])[CH:18]=[CH:17][C:14]=32)[CH2:9]1)[C:2]1[CH:7]=[CH:6][CH:5]=[CH:4][CH:3]=1. (6) Given the reactants [C:1](=[O:15])(OC1C=CC=CC=1)[O:2][CH2:3][C:4]([NH:6][CH3:7])=[O:5].[CH2:16]([NH2:26])[CH2:17][CH2:18][CH2:19][CH2:20][CH2:21][CH2:22][CH2:23][CH2:24][CH3:25], predict the reaction product. The product is: [CH2:16]([NH:26][C:1](=[O:15])[O:2][CH2:3][C:4]([NH:6][CH3:7])=[O:5])[CH2:17][CH2:18][CH2:19][CH2:20][CH2:21][CH2:22][CH2:23][CH2:24][CH3:25].